The task is: Predict the product of the given reaction.. This data is from Forward reaction prediction with 1.9M reactions from USPTO patents (1976-2016). (1) Given the reactants [OH-].[Na+].[CH3:3][O:4][CH2:5][C:6]1[C:15]([C:16]([O:18][CH3:19])=[O:17])=[C:14]2[C:9]([CH:10]=[CH:11][CH2:12][O:13]2)=[CH:8][CH:7]=1.[CH:20](Br)([Br:22])[Br:21].C(OCC)(=O)C, predict the reaction product. The product is: [Br:21][C:20]1([Br:22])[C@H:10]2[C@@H:11]1[CH2:12][O:13][C:14]1[C:9]2=[CH:8][CH:7]=[C:6]([CH2:5][O:4][CH3:3])[C:15]=1[C:16]([O:18][CH3:19])=[O:17]. (2) Given the reactants [O:1]1[CH2:5][CH2:4]OC1=O.[CH3:7][C:8]1([CH3:20])[C:12]([CH3:14])([CH3:13])[O:11][B:10]([C:15]2[CH:16]=[N:17][NH:18][CH:19]=2)[O:9]1.[OH-].[Na+].C, predict the reaction product. The product is: [CH3:7][C:8]1([CH3:20])[C:12]([CH3:13])([CH3:14])[O:11][B:10]([C:15]2[CH:19]=[N:18][N:17]([CH2:4][CH2:5][OH:1])[CH:16]=2)[O:9]1.